This data is from Full USPTO retrosynthesis dataset with 1.9M reactions from patents (1976-2016). The task is: Predict the reactants needed to synthesize the given product. The reactants are: Br[C:2]1[CH:3]=[CH:4][C:5]([N:8]2[CH2:13][CH2:12][N:11]([C:14]([O:16][CH2:17][C:18]([O:20][CH2:21][CH3:22])=[O:19])=[O:15])[CH2:10][CH2:9]2)=[N:6][CH:7]=1.[F:23][C:24]([F:35])([F:34])[C:25]1[CH:26]=[C:27](B(O)O)[CH:28]=[CH:29][CH:30]=1. Given the product [F:23][C:24]([F:35])([F:34])[C:25]1[CH:30]=[C:29]([C:2]2[CH:3]=[CH:4][C:5]([N:8]3[CH2:13][CH2:12][N:11]([C:14]([O:16][CH2:17][C:18]([O:20][CH2:21][CH3:22])=[O:19])=[O:15])[CH2:10][CH2:9]3)=[N:6][CH:7]=2)[CH:28]=[CH:27][CH:26]=1, predict the reactants needed to synthesize it.